Dataset: Full USPTO retrosynthesis dataset with 1.9M reactions from patents (1976-2016). Task: Predict the reactants needed to synthesize the given product. (1) Given the product [F:30][C:31]1([F:47])[CH2:36][CH2:35][N:34]([C@H:37]([C:39]2[CH:44]=[CH:43][CH:42]=[CH:41][CH:40]=2)[CH3:38])[CH:33]([CH2:45][N:3]2[C:4](=[O:11])[C:5]3[C:10](=[CH:9][CH:8]=[CH:7][CH:6]=3)[C:2]2=[O:1])[CH2:32]1, predict the reactants needed to synthesize it. The reactants are: [O:1]=[C:2]1[C:10]2[C:5](=[CH:6][CH:7]=[CH:8][CH:9]=2)[C:4](=[O:11])[N:3]1C[C@@H]1[C@H](C)CCCN1C(OCC1C=CC=CC=1)=O.[F:30][C:31]1([F:47])[CH2:36][CH2:35][N:34]([C@H:37]([C:39]2[CH:44]=[CH:43][CH:42]=[CH:41][CH:40]=2)[CH3:38])[CH:33]([CH2:45]O)[CH2:32]1. (2) The reactants are: [C:1]([O:5][C:6]([N:8]1[CH2:12][C:11](=O)[C:10](=[CH:14]N(C)C)[CH2:9]1)=[O:7])([CH3:4])([CH3:3])[CH3:2].[CH3:18][N:19]1[CH2:24][CH2:23][N:22]([C:25](=[NH:27])[NH2:26])[CH2:21][CH2:20]1.C[O-].[Na+]. Given the product [C:1]([O:5][C:6]([N:8]1[CH2:9][C:10]2[CH:14]=[N:26][C:25]([N:22]3[CH2:23][CH2:24][N:19]([CH3:18])[CH2:20][CH2:21]3)=[N:27][C:11]=2[CH2:12]1)=[O:7])([CH3:4])([CH3:2])[CH3:3], predict the reactants needed to synthesize it. (3) Given the product [Cl:1][C:2]1[N:7]=[C:6]([NH2:8])[N:5]=[C:4]2[N:9]([CH2:14][C:15]3[C:20]([CH3:21])=[C:19]([O:22][CH3:23])[C:18]([CH3:24])=[CH:17][N:16]=3)[N:10]=[CH:11][C:3]=12, predict the reactants needed to synthesize it. The reactants are: [Cl:1][C:2]1[N:7]=[C:6]([NH2:8])[N:5]=[C:4]2[NH:9][N:10]=[CH:11][C:3]=12.Cl.Cl[CH2:14][C:15]1[C:20]([CH3:21])=[C:19]([O:22][CH3:23])[C:18]([CH3:24])=[CH:17][N:16]=1.C([O-])([O-])=O.[K+].[K+].CN(C=O)C. (4) Given the product [O:7]=[C:6]([C:8]1[CH:13]=[CH:12][CH:11]=[CH:10][C:9]=1[C:14]([F:17])([F:16])[F:15])[CH2:5][CH2:4][CH2:3][CH2:2][N:18]1[CH2:23][CH2:22][CH:21]([C:24]2[CH:25]=[C:26]([NH:30][C:31](=[O:34])[CH2:32][CH3:33])[CH:27]=[CH:28][CH:29]=2)[CH2:20][CH2:19]1, predict the reactants needed to synthesize it. The reactants are: Cl[CH2:2][CH2:3][CH2:4][CH2:5][C:6]([C:8]1[CH:13]=[CH:12][CH:11]=[CH:10][C:9]=1[C:14]([F:17])([F:16])[F:15])=[O:7].[NH:18]1[CH2:23][CH2:22][CH:21]([C:24]2[CH:25]=[C:26]([NH:30][C:31](=[O:34])[CH2:32][CH3:33])[CH:27]=[CH:28][CH:29]=2)[CH2:20][CH2:19]1. (5) Given the product [CH2:41]([NH:48][C:3](=[O:40])[CH2:4][O:5][C:6]1[CH:11]=[CH:10][C:9]([F:12])=[C:8]([CH2:13][C:14]2[C:22]3[C:17](=[N:18][CH:19]=[C:20]([C:23]4[CH:24]=[N:25][CH:26]=[CH:27][CH:28]=4)[CH:21]=3)[NH:16][CH:15]=2)[C:7]=1[F:39])[C:42]1[CH:47]=[CH:46][CH:45]=[CH:44][CH:43]=1, predict the reactants needed to synthesize it. The reactants are: CO[C:3](=[O:40])[CH2:4][O:5][C:6]1[CH:11]=[CH:10][C:9]([F:12])=[C:8]([CH2:13][C:14]2[C:22]3[C:17](=[N:18][CH:19]=[C:20]([C:23]4[CH:24]=[N:25][CH:26]=[CH:27][CH:28]=4)[CH:21]=3)[N:16]([Si](C(C)C)(C(C)C)C(C)C)[CH:15]=2)[C:7]=1[F:39].[CH2:41]([NH2:48])[C:42]1[CH:47]=[CH:46][CH:45]=[CH:44][CH:43]=1.CCCC[N+](CCCC)(CCCC)CCCC.[F-]. (6) Given the product [Br:31][C:28]1[CH:29]=[CH:30][C:25]([NH:1][C:2]2[S:6][C:5]([C:7]([O:9][CH3:10])=[O:8])=[C:4]([O:11][C@@H:12]([C:14]3[CH:19]=[CH:18][CH:17]=[CH:16][C:15]=3[C:20]([F:23])([F:21])[F:22])[CH3:13])[CH:3]=2)=[C:26]([N+:32]([O-:34])=[O:33])[CH:27]=1, predict the reactants needed to synthesize it. The reactants are: [NH2:1][C:2]1[S:6][C:5]([C:7]([O:9][CH3:10])=[O:8])=[C:4]([O:11][C@@H:12]([C:14]2[CH:19]=[CH:18][CH:17]=[CH:16][C:15]=2[C:20]([F:23])([F:22])[F:21])[CH3:13])[CH:3]=1.Br[C:25]1[CH:30]=[CH:29][C:28]([Br:31])=[CH:27][C:26]=1[N+:32]([O-:34])=[O:33].C(=O)([O-])[O-].[Cs+].[Cs+]. (7) Given the product [F:25][C:3]([F:2])([F:24])[C:4]1[CH:22]=[C:21]([F:23])[CH:20]=[CH:19][C:5]=1[CH:6]([O:14][CH:15]1[CH2:18][N:17]([C:27]([NH:26][CH:4]([CH2:5][CH3:6])[CH3:3])=[O:28])[CH2:16]1)[C:7]1[CH:12]=[CH:11][C:10]([Cl:13])=[CH:9][CH:8]=1, predict the reactants needed to synthesize it. The reactants are: Cl.[F:2][C:3]([F:25])([F:24])[C:4]1[CH:22]=[C:21]([F:23])[CH:20]=[CH:19][C:5]=1[CH:6]([O:14][CH:15]1[CH2:18][NH:17][CH2:16]1)[C:7]1[CH:12]=[CH:11][C:10]([Cl:13])=[CH:9][CH:8]=1.[N-:26]=[C:27]=[O:28].